From a dataset of NCI-60 drug combinations with 297,098 pairs across 59 cell lines. Regression. Given two drug SMILES strings and cell line genomic features, predict the synergy score measuring deviation from expected non-interaction effect. (1) Drug 1: CCC1(CC2CC(C3=C(CCN(C2)C1)C4=CC=CC=C4N3)(C5=C(C=C6C(=C5)C78CCN9C7C(C=CC9)(C(C(C8N6C)(C(=O)OC)O)OC(=O)C)CC)OC)C(=O)OC)O.OS(=O)(=O)O. Drug 2: CN(CC1=CN=C2C(=N1)C(=NC(=N2)N)N)C3=CC=C(C=C3)C(=O)NC(CCC(=O)O)C(=O)O. Cell line: U251. Synergy scores: CSS=38.2, Synergy_ZIP=-0.385, Synergy_Bliss=0.899, Synergy_Loewe=-22.2, Synergy_HSA=-0.682. (2) Drug 1: C1=CN(C(=O)N=C1N)C2C(C(C(O2)CO)O)O.Cl. Drug 2: CS(=O)(=O)OCCCCOS(=O)(=O)C. Cell line: NCI-H322M. Synergy scores: CSS=6.12, Synergy_ZIP=-0.115, Synergy_Bliss=2.52, Synergy_Loewe=-8.08, Synergy_HSA=1.37. (3) Drug 1: C1CN(P(=O)(OC1)NCCCl)CCCl. Drug 2: C(CCl)NC(=O)N(CCCl)N=O. Cell line: MALME-3M. Synergy scores: CSS=2.46, Synergy_ZIP=-1.48, Synergy_Bliss=-1.88, Synergy_Loewe=-0.918, Synergy_HSA=-1.61. (4) Drug 1: CC1=C(C=C(C=C1)NC2=NC=CC(=N2)N(C)C3=CC4=NN(C(=C4C=C3)C)C)S(=O)(=O)N.Cl. Drug 2: C(CN)CNCCSP(=O)(O)O. Cell line: SR. Synergy scores: CSS=34.0, Synergy_ZIP=13.9, Synergy_Bliss=16.0, Synergy_Loewe=16.0, Synergy_HSA=17.8. (5) Drug 1: C1C(C(OC1N2C=NC(=NC2=O)N)CO)O. Drug 2: CC12CCC3C(C1CCC2OP(=O)(O)O)CCC4=C3C=CC(=C4)OC(=O)N(CCCl)CCCl.[Na+]. Cell line: DU-145. Synergy scores: CSS=13.5, Synergy_ZIP=5.00, Synergy_Bliss=9.98, Synergy_Loewe=6.24, Synergy_HSA=8.36. (6) Drug 1: C1=NC2=C(N1)C(=S)N=C(N2)N. Drug 2: CC(C)(C#N)C1=CC(=CC(=C1)CN2C=NC=N2)C(C)(C)C#N. Cell line: UACC62. Synergy scores: CSS=27.8, Synergy_ZIP=-2.06, Synergy_Bliss=-2.43, Synergy_Loewe=-2.86, Synergy_HSA=-2.00. (7) Cell line: HL-60(TB). Drug 1: CCC1(CC2CC(C3=C(CCN(C2)C1)C4=CC=CC=C4N3)(C5=C(C=C6C(=C5)C78CCN9C7C(C=CC9)(C(C(C8N6C=O)(C(=O)OC)O)OC(=O)C)CC)OC)C(=O)OC)O.OS(=O)(=O)O. Drug 2: COC1=NC(=NC2=C1N=CN2C3C(C(C(O3)CO)O)O)N. Synergy scores: CSS=21.7, Synergy_ZIP=5.36, Synergy_Bliss=2.51, Synergy_Loewe=-1.82, Synergy_HSA=-1.77. (8) Synergy scores: CSS=3.58, Synergy_ZIP=-2.97, Synergy_Bliss=0.841, Synergy_Loewe=-13.3, Synergy_HSA=-3.23. Drug 2: C1=NC(=NC(=O)N1C2C(C(C(O2)CO)O)O)N. Drug 1: CN(C)N=NC1=C(NC=N1)C(=O)N. Cell line: COLO 205. (9) Drug 1: C1CN(CCN1C(=O)CCBr)C(=O)CCBr. Drug 2: CC1C(C(CC(O1)OC2CC(CC3=C2C(=C4C(=C3O)C(=O)C5=C(C4=O)C(=CC=C5)OC)O)(C(=O)CO)O)N)O.Cl. Cell line: SF-268. Synergy scores: CSS=48.6, Synergy_ZIP=-6.24, Synergy_Bliss=-5.35, Synergy_Loewe=-1.82, Synergy_HSA=-0.378. (10) Drug 1: CC12CCC(CC1=CCC3C2CCC4(C3CC=C4C5=CN=CC=C5)C)O. Drug 2: C(=O)(N)NO. Cell line: SF-268. Synergy scores: CSS=13.3, Synergy_ZIP=-1.61, Synergy_Bliss=3.55, Synergy_Loewe=0.499, Synergy_HSA=1.56.